From a dataset of NCI-60 drug combinations with 297,098 pairs across 59 cell lines. Regression. Given two drug SMILES strings and cell line genomic features, predict the synergy score measuring deviation from expected non-interaction effect. (1) Drug 2: CS(=O)(=O)CCNCC1=CC=C(O1)C2=CC3=C(C=C2)N=CN=C3NC4=CC(=C(C=C4)OCC5=CC(=CC=C5)F)Cl. Drug 1: CC1C(C(=O)NC(C(=O)N2CCCC2C(=O)N(CC(=O)N(C(C(=O)O1)C(C)C)C)C)C(C)C)NC(=O)C3=C4C(=C(C=C3)C)OC5=C(C(=O)C(=C(C5=N4)C(=O)NC6C(OC(=O)C(N(C(=O)CN(C(=O)C7CCCN7C(=O)C(NC6=O)C(C)C)C)C)C(C)C)C)N)C. Cell line: OVCAR3. Synergy scores: CSS=38.9, Synergy_ZIP=4.05, Synergy_Bliss=4.74, Synergy_Loewe=5.29, Synergy_HSA=6.49. (2) Drug 1: CC1=C(C(CCC1)(C)C)C=CC(=CC=CC(=CC(=O)O)C)C. Drug 2: CCCCC(=O)OCC(=O)C1(CC(C2=C(C1)C(=C3C(=C2O)C(=O)C4=C(C3=O)C=CC=C4OC)O)OC5CC(C(C(O5)C)O)NC(=O)C(F)(F)F)O. Cell line: SF-268. Synergy scores: CSS=34.8, Synergy_ZIP=-1.12, Synergy_Bliss=-3.34, Synergy_Loewe=-7.27, Synergy_HSA=-0.836. (3) Drug 1: CCC1=CC2CC(C3=C(CN(C2)C1)C4=CC=CC=C4N3)(C5=C(C=C6C(=C5)C78CCN9C7C(C=CC9)(C(C(C8N6C)(C(=O)OC)O)OC(=O)C)CC)OC)C(=O)OC.C(C(C(=O)O)O)(C(=O)O)O. Drug 2: C1=NC2=C(N=C(N=C2N1C3C(C(C(O3)CO)O)O)F)N. Cell line: UO-31. Synergy scores: CSS=8.28, Synergy_ZIP=-2.81, Synergy_Bliss=0.644, Synergy_Loewe=0.972, Synergy_HSA=1.05. (4) Drug 1: CC1CCC2CC(C(=CC=CC=CC(CC(C(=O)C(C(C(=CC(C(=O)CC(OC(=O)C3CCCCN3C(=O)C(=O)C1(O2)O)C(C)CC4CCC(C(C4)OC)O)C)C)O)OC)C)C)C)OC. Drug 2: C1CN(CCN1C(=O)CCBr)C(=O)CCBr. Cell line: HL-60(TB). Synergy scores: CSS=44.6, Synergy_ZIP=11.0, Synergy_Bliss=3.59, Synergy_Loewe=-21.1, Synergy_HSA=-20.9. (5) Drug 1: C1=CN(C=N1)CC(O)(P(=O)(O)O)P(=O)(O)O. Drug 2: C1C(C(OC1N2C=NC(=NC2=O)N)CO)O. Cell line: OVCAR3. Synergy scores: CSS=-7.53, Synergy_ZIP=0.845, Synergy_Bliss=-1.58, Synergy_Loewe=-21.5, Synergy_HSA=-16.0. (6) Drug 1: CC(C1=C(C=CC(=C1Cl)F)Cl)OC2=C(N=CC(=C2)C3=CN(N=C3)C4CCNCC4)N. Drug 2: CC1=C(C(=CC=C1)Cl)NC(=O)C2=CN=C(S2)NC3=CC(=NC(=N3)C)N4CCN(CC4)CCO. Cell line: CAKI-1. Synergy scores: CSS=70.4, Synergy_ZIP=25.6, Synergy_Bliss=28.9, Synergy_Loewe=8.67, Synergy_HSA=32.6.